From a dataset of Reaction yield outcomes from USPTO patents with 853,638 reactions. Predict the reaction yield, written as a fraction of the theoretical maximum amount of product (1.0 means a 100% yield; for example, 0.34 means a 34% yield). (1) The reactants are [O:1]=[C:2]1[NH:7][C:6]2[CH:8]=[C:9]([C:12]([O:14][CH2:15][CH3:16])=[O:13])[CH:10]=[CH:11][C:5]=2[O:4][CH2:3]1.[H-].[Na+].[C:19]([O:23][C:24](=[O:27])[CH2:25]Br)([CH3:22])([CH3:21])[CH3:20].FC(F)(F)C(O)=O. The catalyst is O1CCCC1.CC#N.O. The product is [CH3:20][C:19]([O:23][C:24](=[O:27])[CH2:25][N:7]1[C:6]2[CH:8]=[C:9]([C:12]([O:14][CH2:15][CH3:16])=[O:13])[CH:10]=[CH:11][C:5]=2[O:4][CH2:3][C:2]1=[O:1])([CH3:22])[CH3:21]. The yield is 0.960. (2) The reactants are Cl.Cl.[NH2:3][CH:4]([C:16]1[CH:21]=[CH:20][CH:19]=[CH:18][CH:17]=1)[C:5]([O:7][C@@H:8]1[CH:13]2[CH2:14][CH2:15][N:10]([CH2:11][CH2:12]2)[CH2:9]1)=[O:6].C(N(CC)CC)C.[C:29](Cl)(=[O:35])[O:30][CH2:31][CH2:32][O:33][CH3:34]. The catalyst is C(Cl)Cl. The product is [CH3:34][O:33][CH2:32][CH2:31][O:30][C:29]([NH:3][CH:4]([C:16]1[CH:21]=[CH:20][CH:19]=[CH:18][CH:17]=1)[C:5]([O:7][C@@H:8]1[CH:13]2[CH2:12][CH2:11][N:10]([CH2:15][CH2:14]2)[CH2:9]1)=[O:6])=[O:35]. The yield is 0.450. (3) The reactants are [Br:1][C:2]1[CH:3]=[C:4]2[C:9](=[CH:10][CH:11]=1)[C:7](=[O:8])O[CH2:5]2.C1C(=O)N(Br)C(=O)C1.CC(N=NC(C#N)(C)C)(C#N)C.[CH:32]1[CH:33]=[CH:34][C:35]([CH2:38][CH2:39][NH:40][NH2:41])=[CH:36][CH:37]=1.OS(O)(=O)=O.C([O-])(O)=O.[Na+]. The catalyst is C(Cl)(Cl)(Cl)Cl.C(O)C.C(OCC)C. The product is [Br:1][C:2]1[CH:3]=[C:4]2[C:9](=[CH:10][CH:11]=1)[C:7](=[O:8])[N:40]([CH2:39][CH2:38][C:35]1[CH:36]=[CH:37][CH:32]=[CH:33][CH:34]=1)[N:41]=[CH:5]2. The yield is 0.650. (4) The reactants are [C:1]1([CH3:21])[CH:6]=[CH:5][CH:4]=[CH:3][C:2]=1[C:7]1[CH:8]=[C:9]([NH:13][C:14]2[CH:19]=[CH:18][C:17](Br)=[CH:16][CH:15]=2)[CH:10]=[CH:11][CH:12]=1.[CH2:22]([Sn](CCCC)(CCCC)C=C)[CH2:23]CC. The catalyst is C(C1C(O)=CC=C(CCCC)C=1C)CCC.C1(C)C=CC=CC=1. The product is [C:1]1([CH3:21])[CH:6]=[CH:5][CH:4]=[CH:3][C:2]=1[C:7]1[CH:8]=[C:9]([NH:13][C:14]2[CH:19]=[CH:18][C:17]([CH:22]=[CH2:23])=[CH:16][CH:15]=2)[CH:10]=[CH:11][CH:12]=1. The yield is 0.810.